Dataset: Forward reaction prediction with 1.9M reactions from USPTO patents (1976-2016). Task: Predict the product of the given reaction. (1) Given the reactants [CH3:1][O:2][C:3]1[N:8]=[N:7][C:6]([N:9]2[C:13]([C:14]3[CH:19]=[C:18]([CH3:20])[CH:17]=[CH:16][N:15]=3)=[CH:12][C:11]([C:21]([OH:23])=O)=[N:10]2)=[CH:5][CH:4]=1.[C:24]([NH2:28])([CH3:27])([CH3:26])[CH3:25], predict the reaction product. The product is: [C:24]([NH:28][C:21]([C:11]1[CH:12]=[C:13]([C:14]2[CH:19]=[C:18]([CH3:20])[CH:17]=[CH:16][N:15]=2)[N:9]([C:6]2[N:7]=[N:8][C:3]([O:2][CH3:1])=[CH:4][CH:5]=2)[N:10]=1)=[O:23])([CH3:27])([CH3:26])[CH3:25]. (2) Given the reactants Br[C:2]1[CH:3]=[C:4]2[C:9](=[CH:10][C:11]=1[O:12][CH3:13])[O:8][C:7]([CH3:15])([CH3:14])[CH:6]=[C:5]2[C:16]([CH3:19])([CH3:18])[CH3:17].C([Sn](CCCC)(CCCC)[C:25]([O:27]CC)=[CH2:26])CCC, predict the reaction product. The product is: [C:16]([C:5]1[C:4]2[C:9](=[CH:10][C:11]([O:12][CH3:13])=[C:2]([C:25](=[O:27])[CH3:26])[CH:3]=2)[O:8][C:7]([CH3:15])([CH3:14])[CH:6]=1)([CH3:19])([CH3:18])[CH3:17]. (3) Given the reactants [Cl:1][C:2]1[CH:7]=[CH:6][C:5]([NH2:8])=[CH:4][C:3]=1[C:9]1[O:10][C:11]2[CH:17]=[CH:16][C:15]([CH3:18])=[CH:14][C:12]=2[N:13]=1.[Cl:19][C:20]1[N:28]=[CH:27][CH:26]=[CH:25][C:21]=1[C:22](Cl)=[O:23], predict the reaction product. The product is: [Cl:19][C:20]1[N:28]=[CH:27][CH:26]=[CH:25][C:21]=1[C:22]([NH:8][C:5]1[CH:6]=[CH:7][C:2]([Cl:1])=[C:3]([C:9]2[O:10][C:11]3[CH:17]=[CH:16][C:15]([CH3:18])=[CH:14][C:12]=3[N:13]=2)[CH:4]=1)=[O:23]. (4) The product is: [NH2:15][C:14]1[C:9]([N:8]([CH2:29][C:30]2[CH:35]=[CH:34][CH:33]=[CH:32][CH:31]=2)[CH2:1][C:2]2[CH:7]=[CH:6][CH:5]=[CH:4][CH:3]=2)=[N:10][C:11]([CH3:28])=[C:12]([CH3:27])[C:13]=1[NH:18][CH2:19][C:20]1([OH:26])[CH2:25][CH2:24][CH2:23][CH2:22][CH2:21]1. Given the reactants [CH2:1]([N:8]([CH2:29][C:30]1[CH:35]=[CH:34][CH:33]=[CH:32][CH:31]=1)[C:9]1[C:14]([N+:15]([O-])=O)=[C:13]([NH:18][CH2:19][C:20]2([OH:26])[CH2:25][CH2:24][CH2:23][CH2:22][CH2:21]2)[C:12]([CH3:27])=[C:11]([CH3:28])[N:10]=1)[C:2]1[CH:7]=[CH:6][CH:5]=[CH:4][CH:3]=1, predict the reaction product. (5) Given the reactants [CH2:1]1[CH2:9][O:8][C:7]2[C:3](=[C:4](C(O)=O)[S:5][C:6]=2C(O)=O)[O:2]1, predict the reaction product. The product is: [CH2:1]1[CH2:9][O:8][C:7]2[C:3](=[CH:4][S:5][CH:6]=2)[O:2]1. (6) Given the reactants C[Si]([N-][Si](C)(C)C)(C)C.[Li+].[C:11]1([C:20]2[CH:25]=[CH:24][CH:23]=[CH:22][CH:21]=2)[CH:16]=[CH:15][C:14]([C:17](=[O:19])[CH3:18])=[CH:13][CH:12]=1.[C:26](OCC)(=[O:32])[C:27]([O:29][CH2:30][CH3:31])=[O:28], predict the reaction product. The product is: [CH2:30]([O:29][C:27](=[O:28])[C:26](=[O:32])[CH2:18][C:17]([C:14]1[CH:13]=[CH:12][C:11]([C:20]2[CH:21]=[CH:22][CH:23]=[CH:24][CH:25]=2)=[CH:16][CH:15]=1)=[O:19])[CH3:31]. (7) Given the reactants I.[NH2:2][CH2:3][CH:4]1[CH2:9][CH2:8][CH2:7][CH:6]([N:10]2[C:19]3[C:14](=[CH:15][CH:16]=[N:17][CH:18]=3)[C:13]3=[N:20][O:21][C:22]([CH3:23])=[C:12]3[C:11]2=[O:24])[CH2:5]1.[C:25](O)(=[O:32])[C:26]1[CH:31]=[CH:30][CH:29]=[CH:28][CH:27]=1.Cl.CN(C)CCCN=C=NCC.ON1C2N=CC=CC=2N=N1.C(N(CC)C(C)C)(C)C, predict the reaction product. The product is: [CH3:23][C:22]1[O:21][N:20]=[C:13]2[C:14]3[C:19](=[CH:18][N:17]=[CH:16][CH:15]=3)[N:10]([CH:6]3[CH2:7][CH2:8][CH2:9][CH:4]([CH2:3][NH:2][C:25](=[O:32])[C:26]4[CH:31]=[CH:30][CH:29]=[CH:28][CH:27]=4)[CH2:5]3)[C:11](=[O:24])[C:12]=12.